Predict which catalyst facilitates the given reaction. From a dataset of Catalyst prediction with 721,799 reactions and 888 catalyst types from USPTO. Reactant: [OH:1][CH2:2][CH2:3][O:4][C:5]1[CH:10]=[CH:9][C:8]([CH2:11][CH:12]([O:18][C:19]2[CH:24]=[CH:23][C:22]([CH:25]([CH3:27])[CH3:26])=[CH:21][CH:20]=2)[C:13]([O:15][CH2:16][CH3:17])=[O:14])=[CH:7][CH:6]=1.[CH3:28][S:29](Cl)(=[O:31])=[O:30]. Product: [CH:25]([C:22]1[CH:21]=[CH:20][C:19]([O:18][CH:12]([CH2:11][C:8]2[CH:7]=[CH:6][C:5]([O:4][CH2:3][CH2:2][O:1][S:29]([CH3:28])(=[O:31])=[O:30])=[CH:10][CH:9]=2)[C:13]([O:15][CH2:16][CH3:17])=[O:14])=[CH:24][CH:23]=1)([CH3:26])[CH3:27]. The catalyst class is: 66.